This data is from Forward reaction prediction with 1.9M reactions from USPTO patents (1976-2016). The task is: Predict the product of the given reaction. Given the reactants [Cl:1][C:2]1[N:10]=[C:9]([NH2:11])[N:8]=[C:7]2[C:3]=1[N:4]=[CH:5][N:6]2[CH:12]1[CH2:16][CH:15]([O:17][Si](C(C)(C)C)(C)C)[CH:14]([CH2:25][O:26][Si](C(C)(C)C)(C)C)[C:13]1=[CH2:34].[F-].C([N+](CCCC)(CCCC)CCCC)CCC.C(Cl)Cl, predict the reaction product. The product is: [Cl:1][C:2]1[N:10]=[C:9]([NH2:11])[N:8]=[C:7]2[C:3]=1[N:4]=[CH:5][N:6]2[CH:12]1[CH2:16][CH:15]([OH:17])[CH:14]([CH2:25][OH:26])[C:13]1=[CH2:34].